Predict the product of the given reaction. From a dataset of Forward reaction prediction with 1.9M reactions from USPTO patents (1976-2016). (1) Given the reactants [CH3:1][O:2][C:3](=[O:22])[CH:4]([NH:13][C:14](=[O:21])[C:15]1[CH:20]=[CH:19][CH:18]=[CH:17][CH:16]=1)[CH2:5][CH:6]=[CH:7][CH2:8]OC(=O)C.[CH3:23][O:24][C:25](=[O:34])[CH:26]([NH:30][C:31](=[O:33])[CH3:32])CC=C, predict the reaction product. The product is: [CH3:23][O:24][C:25](=[O:34])[CH:26]([NH:30][C:31](=[O:33])[CH3:32])[CH2:8][CH:7]=[CH:6][CH2:5][CH:4]([NH:13][C:14](=[O:21])[C:15]1[CH:16]=[CH:17][CH:18]=[CH:19][CH:20]=1)[C:3]([O:2][CH3:1])=[O:22]. (2) Given the reactants [OH:1][C:2]1[CH:7]=[CH:6][C:5]([C@H:8]([NH:30][C:31](=[O:37])[O:32][C:33]([CH3:36])([CH3:35])[CH3:34])[C:9](=[O:29])[N:10]2[CH2:14][CH2:13][C@H:12]([O:15][CH2:16][CH2:17][O:18][CH2:19][CH2:20][O:21][CH2:22][CH2:23][O:24][C:25]([F:28])([F:27])[F:26])[CH2:11]2)=[CH:4][CH:3]=1.Br[CH2:39][CH2:40][O:41][Si:42]([C:45]([CH3:48])([CH3:47])[CH3:46])([CH3:44])[CH3:43].C(=O)([O-])[O-].[K+].[K+].ClCCl, predict the reaction product. The product is: [Si:42]([O:41][CH2:40][CH2:39][O:1][C:2]1[CH:7]=[CH:6][C:5]([C@H:8]([NH:30][C:31](=[O:37])[O:32][C:33]([CH3:34])([CH3:36])[CH3:35])[C:9](=[O:29])[N:10]2[CH2:14][CH2:13][C@H:12]([O:15][CH2:16][CH2:17][O:18][CH2:19][CH2:20][O:21][CH2:22][CH2:23][O:24][C:25]([F:27])([F:28])[F:26])[CH2:11]2)=[CH:4][CH:3]=1)([C:45]([CH3:48])([CH3:47])[CH3:46])([CH3:44])[CH3:43]. (3) Given the reactants [C:1]1([CH3:30])[CH:6]=[CH:5][C:4]([N:7]([C:23]2[CH:28]=[CH:27][C:26]([CH3:29])=[CH:25][CH:24]=2)[C:8]2[CH:13]=[CH:12][C:11]([C:14]3[CH:19]=[CH:18][C:17]([CH2:20][CH2:21][OH:22])=[CH:16][CH:15]=3)=[CH:10][CH:9]=2)=[CH:3][CH:2]=1.C(N(CC)CC)C.[C:38](Cl)(=[O:41])[CH:39]=[CH2:40].O, predict the reaction product. The product is: [C:38]([O:22][CH2:21][CH2:20][C:17]1[CH:18]=[CH:19][C:14]([C:11]2[CH:10]=[CH:9][C:8]([N:7]([C:23]3[CH:24]=[CH:25][C:26]([CH3:29])=[CH:27][CH:28]=3)[C:4]3[CH:3]=[CH:2][C:1]([CH3:30])=[CH:6][CH:5]=3)=[CH:13][CH:12]=2)=[CH:15][CH:16]=1)(=[O:41])[CH:39]=[CH2:40]. (4) Given the reactants [F:1][C:2]1[CH:3]=[CH:4][C:5]([NH:21][C:22]2[CH:27]=[CH:26][CH:25]=[CH:24][CH:23]=2)=[C:6]([NH:8][C:9](=O)[C@@H:10]([NH:12][C:13](=[O:19])[O:14][C:15]([CH3:18])([CH3:17])[CH3:16])[CH3:11])[CH:7]=1, predict the reaction product. The product is: [F:1][C:2]1[CH:3]=[CH:4][C:5]2[N:21]([C:22]3[CH:27]=[CH:26][CH:25]=[CH:24][CH:23]=3)[C:9]([C@@H:10]([NH:12][C:13](=[O:19])[O:14][C:15]([CH3:18])([CH3:17])[CH3:16])[CH3:11])=[N:8][C:6]=2[CH:7]=1. (5) Given the reactants [C:1]([O:10][CH3:11])(=[O:9])[CH2:2][CH2:3][CH2:4][CH2:5][C:6]([O-:8])=O.[NH:12]1[CH2:17][CH2:16][O:15][CH2:14][CH2:13]1.Cl.C(N=C=NCCCN(C)C)C.C(N(CC)CC)C, predict the reaction product. The product is: [N:12]1([C:6](=[O:8])[CH2:5][CH2:4][CH2:3][CH2:2][C:1]([O:10][CH3:11])=[O:9])[CH2:17][CH2:16][O:15][CH2:14][CH2:13]1. (6) Given the reactants [F:1][C:2]1[CH:7]=[CH:6][C:5]([C:8]2[CH:13]=[CH:12][CH:11]=[C:10]([S:14](Cl)(=[O:16])=[O:15])[CH:9]=2)=[CH:4][CH:3]=1.[NH2:18][C:19]1[CH:20]=[CH:21][C:22]([NH:25][C:26]([NH:28][C:29]2[CH:34]=[CH:33][CH:32]=[CH:31][CH:30]=2)=[O:27])=[N:23][CH:24]=1.N1C=CC=CC=1, predict the reaction product. The product is: [C:29]1([NH:28][C:26](=[O:27])[NH:25][C:22]2[CH:21]=[CH:20][C:19]([NH:18][S:14]([C:10]3[CH:9]=[C:8]([C:5]4[CH:6]=[CH:7][C:2]([F:1])=[CH:3][CH:4]=4)[CH:13]=[CH:12][CH:11]=3)(=[O:16])=[O:15])=[CH:24][N:23]=2)[CH:30]=[CH:31][CH:32]=[CH:33][CH:34]=1. (7) Given the reactants [NH2:1][C:2]1[C:3]([OH:12])=[C:4]([CH:9]=[CH:10][CH:11]=1)[C:5]([O:7][CH3:8])=[O:6].N1C=CC=CC=1.Cl[C:20]([C:22]1[CH:27]=[CH:26][C:25]([CH:28]2[CH2:32][CH2:31][CH2:30][N:29]2[C:33]([O:35][CH2:36][C:37]2[CH:42]=[CH:41][CH:40]=[CH:39][CH:38]=2)=[O:34])=[CH:24][C:23]=1[F:43])=[O:21], predict the reaction product. The product is: [F:43][C:23]1[CH:24]=[C:25]([CH:28]2[CH2:32][CH2:31][CH2:30][N:29]2[C:33]([O:35][CH2:36][C:37]2[CH:38]=[CH:39][CH:40]=[CH:41][CH:42]=2)=[O:34])[CH:26]=[CH:27][C:22]=1[C:20](=[O:21])[NH:1][C:2]1[CH:11]=[CH:10][CH:9]=[C:4]([C:5]([O:7][CH3:8])=[O:6])[C:3]=1[OH:12].